The task is: Predict the reaction yield, written as a fraction of the theoretical maximum amount of product (1.0 means a 100% yield; for example, 0.34 means a 34% yield).. This data is from Reaction yield outcomes from USPTO patents with 853,638 reactions. The reactants are [CH3:1][C:2]1[C:7]([N+:8]([O-])=O)=[C:6]([CH3:11])[N:5]=[C:4]([O:12][CH2:13][C:14]([O:16][CH2:17][CH3:18])=[O:15])[N:3]=1.[H][H]. The catalyst is C(O)C.[Pd]. The product is [NH2:8][C:7]1[C:2]([CH3:1])=[N:3][C:4]([O:12][CH2:13][C:14]([O:16][CH2:17][CH3:18])=[O:15])=[N:5][C:6]=1[CH3:11]. The yield is 0.999.